From a dataset of Catalyst prediction with 721,799 reactions and 888 catalyst types from USPTO. Predict which catalyst facilitates the given reaction. Reactant: [C:1]([O:5][C:6]([N:8]1[CH2:13][CH2:12][N:11]([C:14]2[CH:19]=[C:18]([C:20]3[CH:25]=[CH:24][C:23]([F:26])=[C:22]([Cl:27])[CH:21]=3)[N:17]=[C:16](Cl)[N:15]=2)[CH2:10][CH2:9]1)=[O:7])([CH3:4])([CH3:3])[CH3:2].[CH2:29]([N:32]1[CH2:37][CH2:36][NH:35][CH2:34][CH2:33]1)[CH2:30][CH3:31].CCN(C(C)C)C(C)C. Product: [C:1]([O:5][C:6]([N:8]1[CH2:13][CH2:12][N:11]([C:14]2[CH:19]=[C:18]([C:20]3[CH:25]=[CH:24][C:23]([F:26])=[C:22]([Cl:27])[CH:21]=3)[N:17]=[C:16]([N:35]3[CH2:36][CH2:37][N:32]([CH2:29][CH2:30][CH3:31])[CH2:33][CH2:34]3)[N:15]=2)[CH2:10][CH2:9]1)=[O:7])([CH3:4])([CH3:3])[CH3:2]. The catalyst class is: 44.